From a dataset of Reaction yield outcomes from USPTO patents with 853,638 reactions. Predict the reaction yield, written as a fraction of the theoretical maximum amount of product (1.0 means a 100% yield; for example, 0.34 means a 34% yield). (1) The reactants are [CH3:1][O:2][C:3]1[C:12]2[C:7](=[CH:8][CH:9]=[CH:10][CH:11]=2)[CH:6]=[N:5][CH:4]=1.[N+:13]([O-])([O-:15])=[O:14].[K+]. The catalyst is S(=O)(=O)(O)O. The product is [CH3:1][O:2][C:3]1[C:12]2[C:7](=[CH:8][CH:9]=[CH:10][CH:11]=2)[CH:6]=[N:5][C:4]=1[N+:13]([O-:15])=[O:14]. The yield is 0.350. (2) The reactants are [C:1]([O:6][CH2:7][CH2:8][CH2:9][CH2:10][CH2:11][CH2:12][O:13][C:14]1[CH:22]=[CH:21][C:17]([C:18](O)=[O:19])=[CH:16][CH:15]=1)(=[O:5])[C:2]([CH3:4])=[CH2:3].[OH:23][C:24]1[C:33]2[C:28](=[CH:29][CH:30]=[CH:31][CH:32]=2)[C:27](/[N:34]=[N:35]/[C:36]2[CH:41]=[CH:40][C:39](/[N:42]=[N:43]/[C:44]3[CH:49]=[CH:48][C:47](/[N:50]=[N:51]/[C:52]4[C:61]5[C:56](=[CH:57][CH:58]=[CH:59][CH:60]=5)[C:55]([OH:62])=[CH:54][CH:53]=4)=[CH:46][CH:45]=3)=[CH:38][CH:37]=2)=[CH:26][CH:25]=1.[OH2:63]. The catalyst is C1COCC1.C(N(CC)CC)C.CN(C1C=CN=CC=1)C. The product is [C:1]([O:6][CH2:7][CH2:8][CH2:9][CH2:10][CH2:11][CH2:12][O:13][C:14]1[CH:15]=[CH:16][C:17]([C:18]([O:62][C:55]2[C:56]3[C:61](=[CH:60][CH:59]=[CH:58][CH:57]=3)[C:52](/[N:51]=[N:50]/[C:47]3[CH:46]=[CH:45][C:44](/[N:43]=[N:42]/[C:39]4[CH:38]=[CH:37][C:36](/[N:35]=[N:34]/[C:27]5[C:28]6[C:33](=[CH:32][CH:31]=[CH:30][CH:29]=6)[C:24]([O:23][C:18](=[O:19])[C:17]6[CH:21]=[CH:22][C:14]([O:13][CH2:12][CH2:11][CH2:10][CH2:9][CH2:8][CH2:7][O:6][C:1](=[O:5])[C:2]([CH3:4])=[CH2:3])=[CH:15][CH:16]=6)=[CH:25][CH:26]=5)=[CH:41][CH:40]=4)=[CH:49][CH:48]=3)=[CH:53][CH:54]=2)=[O:19])=[CH:21][CH:22]=1)(=[O:63])[C:2]([CH3:4])=[CH2:3]. The yield is 0.730. (3) The yield is 0.350. The reactants are [CH3:1][O:2][C:3]1[CH:4]=[C:5]2[C:9](=[CH:10][C:11]=1[O:12][CH3:13])[C:8](=[O:14])[O:7][CH:6]2[C:15](Cl)([Cl:17])[Cl:16]. The product is [Cl:16][C:15]([Cl:17])=[CH:6][C:5]1[CH:4]=[C:3]([O:2][CH3:1])[C:11]([O:12][CH3:13])=[CH:10][C:9]=1[C:8]([OH:14])=[O:7]. The catalyst is [Zn].C(O)(=O)C. (4) The reactants are [F:1][C:2]1[CH:10]=[CH:9][C:8]([CH2:11][C:12]2[C:21]3[C:16](=[CH:17][CH:18]=[CH:19][CH:20]=3)[C:15](=[O:22])[NH:14][N:13]=2)=[CH:7][C:3]=1[C:4](O)=[O:5].F[P-](F)(F)(F)(F)F.N1(OC(N(C)C)=[N+](C)C)C2C=CC=CC=2N=N1.[F:47][C:48]([F:60])([F:59])[CH2:49][C:50]1[N:54]2[CH2:55][CH2:56][NH:57][CH2:58][C:53]2=[N:52][N:51]=1.C(N(CC)C(C)C)(C)C. The catalyst is CN(C)C=O. The product is [F:1][C:2]1[CH:10]=[CH:9][C:8]([CH2:11][C:12]2[C:21]3[C:16](=[CH:17][CH:18]=[CH:19][CH:20]=3)[C:15](=[O:22])[NH:14][N:13]=2)=[CH:7][C:3]=1[C:4]([N:57]1[CH2:56][CH2:55][N:54]2[C:50]([CH2:49][C:48]([F:47])([F:59])[F:60])=[N:51][N:52]=[C:53]2[CH2:58]1)=[O:5]. The yield is 0.221. (5) The reactants are [CH2:1]([O:3][C:4]([C:6]1[CH:7]=[N:8][N:9]2[C:14]([OH:15])=[C:13]([C:16]([OH:18])=O)[CH:12]=[N:11][C:10]=12)=[O:5])[CH3:2].Cl.[NH:20]1[CH2:25][CH2:24][C:23]2([C:33]3[C:28](=[CH:29][CH:30]=[CH:31][CH:32]=3)[CH:27]=[CH:26]2)[CH2:22][CH2:21]1. No catalyst specified. The product is [CH2:1]([O:3][C:4]([C:6]1[CH:7]=[N:8][N:9]2[C:14]([OH:15])=[C:13]([C:16]([N:20]3[CH2:25][CH2:24][C:23]4([C:33]5[C:28](=[CH:29][CH:30]=[CH:31][CH:32]=5)[CH:27]=[CH:26]4)[CH2:22][CH2:21]3)=[O:18])[CH:12]=[N:11][C:10]=12)=[O:5])[CH3:2]. The yield is 0.430.